From a dataset of Forward reaction prediction with 1.9M reactions from USPTO patents (1976-2016). Predict the product of the given reaction. (1) Given the reactants [Si:1]([O:18][C@H:19]([CH3:34])[C@H:20]([NH:30]CCO)[C:21]1[CH:26]=[C:25]([F:27])[C:24]([F:28])=[C:23]([F:29])[CH:22]=1)([C:14]([CH3:17])([CH3:16])[CH3:15])([C:8]1[CH:13]=[CH:12][CH:11]=[CH:10][CH:9]=1)[C:2]1[CH:7]=[CH:6][CH:5]=[CH:4][CH:3]=1.[C:35]([O:42][CH2:43][CH3:44])(=[O:41])[C:36]([O:38]CC)=O, predict the reaction product. The product is: [Si:1]([O:18][C@H:19]([CH3:34])[C@H:20]([N:30]1[CH2:44][CH2:43][O:42][C:35](=[O:41])[C:36]1=[O:38])[C:21]1[CH:26]=[C:25]([F:27])[C:24]([F:28])=[C:23]([F:29])[CH:22]=1)([C:14]([CH3:15])([CH3:16])[CH3:17])([C:8]1[CH:13]=[CH:12][CH:11]=[CH:10][CH:9]=1)[C:2]1[CH:3]=[CH:4][CH:5]=[CH:6][CH:7]=1. (2) Given the reactants Br[CH2:2][CH3:3].[Br:4][C:5]1[CH:6]=[CH:7][C:8]([CH3:12])=[C:9]([CH:11]=1)[NH2:10], predict the reaction product. The product is: [Br:4][C:5]1[CH:6]=[CH:7][C:8]([CH3:12])=[C:9]([CH:11]=1)[NH:10][CH2:2][CH3:3]. (3) Given the reactants [C:1]([C:5]1[CH:10]=[CH:9][C:8]([C:11]2[N:12]=[C:13]3[CH:18]=[CH:17][C:16](Br)=[N:15][N:14]3[C:20]=2[CH2:21][C:22]([N:24]([CH2:27][CH3:28])[CH2:25][CH3:26])=[O:23])=[CH:7][CH:6]=1)([CH3:4])([CH3:3])[CH3:2].[F-:29].[K+], predict the reaction product. The product is: [C:1]([C:5]1[CH:10]=[CH:9][C:8]([C:11]2[N:12]=[C:13]3[CH:18]=[CH:17][C:16]([F:29])=[N:15][N:14]3[C:20]=2[CH2:21][C:22]([N:24]([CH2:27][CH3:28])[CH2:25][CH3:26])=[O:23])=[CH:7][CH:6]=1)([CH3:4])([CH3:3])[CH3:2]. (4) Given the reactants [Cl-].[Al+3].[Cl-].[Cl-].[CH2:5]([C:13]1[CH:18]=[CH:17][CH:16]=[CH:15][CH:14]=1)[CH2:6][CH2:7][CH2:8][CH2:9][CH2:10][CH2:11][CH3:12].[C:19](Cl)(=[O:21])[CH3:20], predict the reaction product. The product is: [CH2:5]([C:13]1[CH:14]=[CH:15][C:16]([C:19](=[O:21])[CH3:20])=[CH:17][CH:18]=1)[CH2:6][CH2:7][CH2:8][CH2:9][CH2:10][CH2:11][CH3:12].